Dataset: Forward reaction prediction with 1.9M reactions from USPTO patents (1976-2016). Task: Predict the product of the given reaction. (1) Given the reactants NC1N=C(C2C=CC([CH2:14][C@H:15]([NH:19][C:20]([O:22][C:23]([CH3:26])([CH3:25])[CH3:24])=[O:21])[C:16]([OH:18])=[O:17])=CC=2)C=C(O[C@@H](C2C=CC(Br)=CC=2)C(F)(F)F)N=1.FC1C=C(B(O)O)C=CN=1.C(#N)C.C(=O)([O-])[O-].[Na+].[Na+], predict the reaction product. The product is: [C:23]([O:22][C:20]([NH:19][CH:15]([CH3:14])[C:16]([OH:18])=[O:17])=[O:21])([CH3:26])([CH3:24])[CH3:25]. (2) Given the reactants [F:1][C:2]([F:16])([F:15])[C:3]1[CH:11]=[C:10]([I:12])[CH:9]=[C:8]2[C:4]=1[C:5](=[O:14])[C:6](=[O:13])[NH:7]2.[H-].[Na+].[CH3:19][Si:20]([CH3:27])([CH3:26])[CH2:21][CH2:22][O:23][CH2:24]Cl.O, predict the reaction product. The product is: [CH3:19][Si:20]([CH3:27])([CH3:26])[CH2:21][CH2:22][O:23][CH2:24][N:7]1[C:8]2[C:4](=[C:3]([C:2]([F:15])([F:1])[F:16])[CH:11]=[C:10]([I:12])[CH:9]=2)[C:5](=[O:14])[C:6]1=[O:13]. (3) Given the reactants [Cl:1][C:2]1[S:6][C:5]([C:7]2[N:8]=[C:9]([CH3:16])[C:10]3[CH2:15][CH2:14][NH:13][C:11]=3[N:12]=2)=[CH:4][CH:3]=1.CC([O-])(C)C.[Na+].Br[C:24]1[CH:29]=[CH:28][C:27]([CH2:30][C:31]([O:33][C:34]([CH3:37])([CH3:36])[CH3:35])=[O:32])=[CH:26][CH:25]=1.C1C=CC(P(C2C(C3C(P(C4C=CC=CC=4)C4C=CC=CC=4)=CC=C4C=3C=CC=C4)=C3C(C=CC=C3)=CC=2)C2C=CC=CC=2)=CC=1, predict the reaction product. The product is: [Cl:1][C:2]1[S:6][C:5]([C:7]2[N:8]=[C:9]([CH3:16])[C:10]3[CH2:15][CH2:14][N:13]([C:24]4[CH:29]=[CH:28][C:27]([CH2:30][C:31]([O:33][C:34]([CH3:37])([CH3:36])[CH3:35])=[O:32])=[CH:26][CH:25]=4)[C:11]=3[N:12]=2)=[CH:4][CH:3]=1. (4) Given the reactants [CH3:1][O:2][C:3]1[CH:4]=[C:5]([O:21][C:22]2[CH:23]=[N:24][C:25]([CH2:28][O:29][CH3:30])=[CH:26][CH:27]=2)[CH:6]=[C:7]2[C:11]=1[NH:10][C:9]([C:12]1[S:13][CH:14]([CH2:17][C:18](O)=[O:19])[CH2:15][N:16]=1)=[CH:8]2.Cl.[CH2:32]([N:34]=C=NCCCN(C)C)C.O.ON1C2C=CC=CC=2N=N1.[Cl-].C[NH3+], predict the reaction product. The product is: [CH3:1][O:2][C:3]1[CH:4]=[C:5]([O:21][C:22]2[CH:23]=[N:24][C:25]([CH2:28][O:29][CH3:30])=[CH:26][CH:27]=2)[CH:6]=[C:7]2[C:11]=1[NH:10][C:9]([C:12]1[S:13][CH:14]([CH2:17][C:18]([NH:34][CH3:32])=[O:19])[CH2:15][N:16]=1)=[CH:8]2. (5) Given the reactants Cl.[N+:2]([C:5]1[CH:12]=[CH:11][C:8]([CH2:9][NH2:10])=[CH:7][CH:6]=1)([O-:4])=[O:3].[OH-].[Na+], predict the reaction product. The product is: [N+:2]([C:5]1[CH:6]=[CH:7][C:8]([CH2:9][N:10]([CH2:7][CH2:8][CH3:9])[CH2:6][CH2:5][CH3:12])=[CH:11][CH:12]=1)([O-:4])=[O:3]. (6) Given the reactants [C:1]([O:5][C:6]([C:8]1[CH:9]=[C:10](B(O)O)[CH:11]=[CH:12][CH:13]=1)=[O:7])([CH3:4])([CH3:3])[CH3:2].[Br:17][C:18]1[C:19](=[O:24])[O:20][CH2:21][C:22]=1Br.C1([As](C2C=CC=CC=2)C2C=CC=CC=2)C=CC=CC=1.C(OCC)(=O)C, predict the reaction product. The product is: [C:1]([O:5][C:6](=[O:7])[C:8]1[CH:13]=[CH:12][CH:11]=[C:10]([C:22]2[CH2:21][O:20][C:19](=[O:24])[C:18]=2[Br:17])[CH:9]=1)([CH3:4])([CH3:3])[CH3:2]. (7) The product is: [Cl:16][C:5]1[C:6]([C:8]2[C:13]([CH3:14])=[CH:12][C:11]([CH3:15])=[CH:10][N:9]=2)=[CH:7][C:2]([N:24]2[CH2:25][CH2:26][C:27]3[N:19]=[C:20]([NH2:28])[S:21][C:22]=3[CH2:23]2)=[N:3][CH:4]=1. Given the reactants Cl[C:2]1[CH:7]=[C:6]([C:8]2[C:13]([CH3:14])=[CH:12][C:11]([CH3:15])=[CH:10][N:9]=2)[C:5]([Cl:16])=[CH:4][N:3]=1.[F-].[Cs+].[N:19]1[C:27]2[CH2:26][CH2:25][NH:24][CH2:23][C:22]=2[S:21][C:20]=1[NH2:28].C(OCC)(=O)C, predict the reaction product. (8) Given the reactants Br[C:2]1[C:3]([O:12][CH2:13][CH3:14])=[N:4][C:5]([C:8]([F:11])([F:10])[F:9])=[CH:6][CH:7]=1.[NH2:15][C:16]1[CH:17]=[C:18]2[C:22]3=[C:23]([CH2:25][O:26][CH2:27][CH2:28][N:21]3[C@H:20]3[CH2:29][CH2:30][N:31](C(OC(C)(C)C)=O)[CH2:32][C@@H:19]23)[CH:24]=1.[Cl:40]CCl, predict the reaction product. The product is: [ClH:40].[ClH:40].[CH2:13]([O:12][C:3]1[C:2]([NH:15][C:16]2[CH:17]=[C:18]3[C:22]4=[C:23]([CH2:25][O:26][CH2:27][CH2:28][N:21]4[C@H:20]4[CH2:29][CH2:30][NH:31][CH2:32][C@@H:19]34)[CH:24]=2)=[CH:7][CH:6]=[C:5]([C:8]([F:11])([F:10])[F:9])[N:4]=1)[CH3:14].